From a dataset of Full USPTO retrosynthesis dataset with 1.9M reactions from patents (1976-2016). Predict the reactants needed to synthesize the given product. (1) Given the product [C:1]1([C:7]2[CH:8]=[C:9]([C:16]([NH:19][C:20]3[CH:25]=[CH:24][CH:23]=[CH:22][C:21]=3[CH3:26])=[O:17])[S:10][C:11]=2[C:12]([F:15])([F:14])[F:13])[CH:6]=[CH:5][CH:4]=[CH:3][CH:2]=1, predict the reactants needed to synthesize it. The reactants are: [C:1]1([C:7]2[CH:8]=[C:9]([C:16](Cl)=[O:17])[S:10][C:11]=2[C:12]([F:15])([F:14])[F:13])[CH:6]=[CH:5][CH:4]=[CH:3][CH:2]=1.[NH2:19][C:20]1[C:21]([CH3:26])=[CH:22][CH:23]=[CH:24][CH:25]=1.N1C=CC=CC=1. (2) Given the product [CH:22]([O:5][C:4](=[O:6])[C:3]1[CH:7]=[CH:8][C:9]([C:11]([F:12])([F:13])[F:14])=[CH:10][C:2]=1[O:1][CH:28]([CH3:30])[CH3:15])([CH3:24])[CH3:23], predict the reactants needed to synthesize it. The reactants are: [OH:1][C:2]1[CH:10]=[C:9]([C:11]([F:14])([F:13])[F:12])[CH:8]=[CH:7][C:3]=1[C:4]([OH:6])=[O:5].[C:15](=O)([O-])[O-].[K+].[K+].Br[CH:22]([CH3:24])[CH3:23].CCO[C:28]([CH3:30])=O.